Dataset: Reaction yield outcomes from USPTO patents with 853,638 reactions. Task: Predict the reaction yield, written as a fraction of the theoretical maximum amount of product (1.0 means a 100% yield; for example, 0.34 means a 34% yield). The product is [CH3:21][N:22]([CH3:27])[CH2:23][CH2:24][CH2:25][C:10]1([C:7]2[CH:8]=[CH:9][C:4]([F:3])=[CH:5][CH:6]=2)[C:18]2[C:13](=[CH:14][C:15]([C:19]#[N:20])=[CH:16][CH:17]=2)[CH2:12][O:11]1. The yield is 0.772. The catalyst is C1COCC1.[Br-].C([N+](CCCC)(CCCC)CCCC)CCC.COC(C)(C)C.CN(C)C=O. The reactants are [H-].[Na+].[F:3][C:4]1[CH:9]=[CH:8][C:7]([CH:10]2[C:18]3[C:13](=[CH:14][C:15]([C:19]#[N:20])=[CH:16][CH:17]=3)[CH2:12][O:11]2)=[CH:6][CH:5]=1.[CH3:21][N:22]([CH3:27])[CH2:23][CH2:24][CH2:25]Cl.CN(C)CCN(C)C.